From a dataset of Forward reaction prediction with 1.9M reactions from USPTO patents (1976-2016). Predict the product of the given reaction. (1) Given the reactants Br[C:2]1[CH:7]=[CH:6][C:5]([CH2:8][CH2:9][N:10]([CH2:18][C@@H:19]([C:21]2[CH:26]=[CH:25][CH:24]=[C:23]([Cl:27])[CH:22]=2)[OH:20])[C:11](=[O:17])[O:12][C:13]([CH3:16])([CH3:15])[CH3:14])=[CH:4][CH:3]=1.[CH2:28]([O:30][C:31]([C:33]1[CH:38]=[CH:37][C:36](B(O)O)=[C:35]([O:42][CH3:43])[CH:34]=1)=[O:32])[CH3:29].C(=O)([O-])[O-].[Na+].[Na+], predict the reaction product. The product is: [C:13]([O:12][C:11]([N:10]([CH2:18][C@@H:19]([C:21]1[CH:26]=[CH:25][CH:24]=[C:23]([Cl:27])[CH:22]=1)[OH:20])[CH2:9][CH2:8][C:5]1[CH:6]=[CH:7][C:2]([C:36]2[CH:37]=[CH:38][C:33]([C:31]([O:30][CH2:28][CH3:29])=[O:32])=[CH:34][C:35]=2[O:42][CH3:43])=[CH:3][CH:4]=1)=[O:17])([CH3:16])([CH3:15])[CH3:14]. (2) Given the reactants [S:1]1[C:5]2[CH:6]=[CH:7][CH:8]=[CH:9][C:4]=2[N:3]=[C:2]1[C:10]1[C:11](=[O:26])[O:12][C:13]2[C:18]([CH:19]=1)=[CH:17][CH:16]=[C:15]([N:20]1[CH2:25][CH2:24][NH:23][CH2:22][CH2:21]1)[CH:14]=2.[C:27](=O)([O-])[O-].[Cs+].[Cs+], predict the reaction product. The product is: [S:1]1[C:5]2[CH:6]=[CH:7][CH:8]=[CH:9][C:4]=2[N:3]=[C:2]1[C:10]1[C:11](=[O:26])[O:12][C:13]2[C:18]([CH:19]=1)=[CH:17][CH:16]=[C:15]([N:20]1[CH2:25][CH2:24][N:23]([CH3:27])[CH2:22][CH2:21]1)[CH:14]=2. (3) Given the reactants Cl[C:2]1[C:11]2[C:6](=[CH:7][C:8]([CH3:12])=[CH:9][CH:10]=2)[N:5]=[C:4]([C:13]2[CH:18]=[CH:17][CH:16]=[CH:15][C:14]=2[OH:19])[N:3]=1.[NH:20]1[CH2:25][CH2:24][CH:23]([NH:26][C:27](=[O:33])[O:28][C:29]([CH3:32])([CH3:31])[CH3:30])[CH2:22][CH2:21]1.C(N(CC)CC)C.O, predict the reaction product. The product is: [OH:19][C:14]1[CH:15]=[CH:16][CH:17]=[CH:18][C:13]=1[C:4]1[N:3]=[C:2]([N:20]2[CH2:21][CH2:22][CH:23]([NH:26][C:27](=[O:33])[O:28][C:29]([CH3:31])([CH3:30])[CH3:32])[CH2:24][CH2:25]2)[C:11]2[C:6](=[CH:7][C:8]([CH3:12])=[CH:9][CH:10]=2)[N:5]=1. (4) Given the reactants C[Si](C)(C)[NH:3][Si](C)(C)C.[CH3:10][O:11][C:12]1[CH:13]=[C:14]([C:18](=O)[CH2:19][CH3:20])[CH:15]=[CH:16][CH:17]=1.C(#N)[CH:23]([CH2:25][C:26]#[N:27])O, predict the reaction product. The product is: [CH3:10][O:11][C:12]1[CH:13]=[C:14]([C:18](=[C:25]([C:23]#[N:3])[C:26]#[N:27])[CH2:19][CH3:20])[CH:15]=[CH:16][CH:17]=1. (5) Given the reactants [CH2:1]([OH:4])[CH2:2][CH3:3].[H-].[Na+].Cl[C:8]1[CH:13]=[CH:12][C:11]([N+:14]([O-:16])=[O:15])=[CH:10][C:9]=1[C:17]1[CH:22]=[CH:21][C:20]([O:23][C:24]([F:27])([F:26])[F:25])=[CH:19][CH:18]=1, predict the reaction product. The product is: [N+:14]([C:11]1[CH:12]=[CH:13][C:8]([O:4][CH2:1][CH2:2][CH3:3])=[C:9]([C:17]2[CH:22]=[CH:21][C:20]([O:23][C:24]([F:27])([F:26])[F:25])=[CH:19][CH:18]=2)[CH:10]=1)([O-:16])=[O:15]. (6) Given the reactants [F:1][C:2]1([F:52])[CH2:7][C@H:6]([O:8][C:9]2[C:14]([CH3:15])=[CH:13][C:12]([S:16]([N:19](CC3C=CC(OC)=CC=3OC)[C:20]3[CH:25]=[CH:24][N:23]=[CH:22][N:21]=3)(=[O:18])=[O:17])=[C:11]([F:37])[CH:10]=2)[C@@H:5]([C:38]2[CH:39]=[N:40][N:41](CC3C=CC(OC)=CC=3)[CH:42]=2)[CH2:4][CH2:3]1.C([SiH](CC)CC)C.FC(F)(F)C(O)=O, predict the reaction product. The product is: [F:52][C:2]1([F:1])[CH2:7][C@H:6]([O:8][C:9]2[C:14]([CH3:15])=[CH:13][C:12]([S:16]([NH:19][C:20]3[CH:25]=[CH:24][N:23]=[CH:22][N:21]=3)(=[O:17])=[O:18])=[C:11]([F:37])[CH:10]=2)[C@@H:5]([C:38]2[CH:42]=[N:41][NH:40][CH:39]=2)[CH2:4][CH2:3]1. (7) Given the reactants [O:1]=[C:2]1[CH2:7][CH2:6][CH2:5][N:4]2[N:8]=[C:9](C(O)=O)[CH:10]=[C:3]12.C([N:16]([CH2:19]C)CC)C.C1(P(N=[N+]=[N-])(C2C=CC=CC=2)=[O:28])C=CC=CC=1.[C:38]([OH:42])([CH3:41])([CH3:40])[CH3:39], predict the reaction product. The product is: [C:38]([O:42][C:19](=[O:28])[NH:16][C:9]1[CH:10]=[C:3]2[C:2](=[O:1])[CH2:7][CH2:6][CH2:5][N:4]2[N:8]=1)([CH3:41])([CH3:40])[CH3:39]. (8) Given the reactants [C:1]1([CH2:11][OH:12])[C:10]2[C:5](=[CH:6][CH:7]=[CH:8][CH:9]=2)[CH:4]=[CH:3][CH:2]=1.CC(C)([O-])C.[K+].[C:19]([C:21]1[CH:22]=[C:23]([CH:28]=[CH:29][C:30]=1F)[C:24](OC)=[O:25])#[N:20].[OH-].[Li+].Cl.[CH3:35][S:36]([NH2:39])(=[O:38])=[O:37].Cl.CN(C)CCCN=C=NCC, predict the reaction product. The product is: [C:19]([C:21]1[CH:22]=[C:23]([CH:28]=[CH:29][C:30]=1[O:12][CH2:11][C:1]1[C:10]2[C:5](=[CH:6][CH:7]=[CH:8][CH:9]=2)[CH:4]=[CH:3][CH:2]=1)[C:24]([NH:39][S:36]([CH3:35])(=[O:38])=[O:37])=[O:25])#[N:20].